From a dataset of Full USPTO retrosynthesis dataset with 1.9M reactions from patents (1976-2016). Predict the reactants needed to synthesize the given product. (1) Given the product [F:49][C:50]1[C:51]([N:60]2[CH2:65][CH2:64][N:63]([C:7]([C:6]3[CH:10]=[C:11]([S:14]([CH3:17])(=[O:16])=[O:15])[CH:12]=[CH:13][C:5]=3[S:4][CH:1]([CH3:2])[CH3:3])=[O:9])[CH2:62][CH2:61]2)=[N:52][CH:53]=[C:54]([C:56]([F:57])([F:58])[F:59])[CH:55]=1, predict the reactants needed to synthesize it. The reactants are: [CH:1]([S:4][C:5]1[CH:13]=[CH:12][C:11]([S:14]([CH3:17])(=[O:16])=[O:15])=[CH:10][C:6]=1[C:7]([OH:9])=O)([CH3:3])[CH3:2].CN(C(ON1N=NC2C=CC=CC1=2)=[N+](C)C)C.[B-](F)(F)(F)F.C(N(C(C)C)C(C)C)C.[F:49][C:50]1[C:51]([N:60]2[CH2:65][CH2:64][NH:63][CH2:62][CH2:61]2)=[N:52][CH:53]=[C:54]([C:56]([F:59])([F:58])[F:57])[CH:55]=1. (2) The reactants are: [OH:1][CH2:2][CH2:3][CH2:4][CH2:5][CH2:6][CH2:7][O:8][C:9]1[CH:16]=[CH:15][C:12]([CH:13]=O)=[CH:11][C:10]=1[O:17][CH3:18].[O:19]1[C:23]2[CH:24]=[CH:25][C:26]([CH2:28][C:29]#[N:30])=[CH:27][C:22]=2[O:21][CH2:20]1. Given the product [O:19]1[C:23]2[CH:24]=[CH:25][C:26](/[C:28](=[CH:13]/[C:12]3[CH:15]=[CH:16][C:9]([O:8][CH2:7][CH2:6][CH2:5][CH2:4][CH2:3][CH2:2][OH:1])=[C:10]([O:17][CH3:18])[CH:11]=3)/[C:29]#[N:30])=[CH:27][C:22]=2[O:21][CH2:20]1, predict the reactants needed to synthesize it. (3) The reactants are: [Cl:1][C:2]1[CH:7]=[CH:6][C:5]([CH:8]([C:10]2[N:11]=[C:12]([C:28]3[CH:33]=[CH:32][N:31]=[CH:30][CH:29]=3)[S:13][C:14]=2[C:15]2[N:19]=[CH:18][N:17](COCC[Si](C)(C)C)[N:16]=2)[OH:9])=[CH:4][CH:3]=1.C(Cl)Cl.FC(F)(F)C(O)=O.C([O-])(O)=O.[Na+]. Given the product [Cl:1][C:2]1[CH:7]=[CH:6][C:5]([CH:8]([C:10]2[N:11]=[C:12]([C:28]3[CH:33]=[CH:32][N:31]=[CH:30][CH:29]=3)[S:13][C:14]=2[C:15]2[N:19]=[CH:18][NH:17][N:16]=2)[OH:9])=[CH:4][CH:3]=1, predict the reactants needed to synthesize it. (4) Given the product [CH2:42]([S:39]([N:36]1[CH2:35][CH2:34][CH:33]([C:24]2[C:23]3[C:27](=[C:28]([C:30]([NH2:32])=[O:31])[CH:29]=[C:21]([C:8]4[CH:9]=[CH:10][C:3]([O:2][CH3:1])=[C:4]([CH:5]=[O:6])[CH:7]=4)[CH:22]=3)[NH:26][CH:25]=2)[CH2:38][CH2:37]1)(=[O:41])=[O:40])[CH3:43], predict the reactants needed to synthesize it. The reactants are: [CH3:1][O:2][C:3]1[CH:10]=[CH:9][C:8](B2OC(C)(C)C(C)(C)O2)=[CH:7][C:4]=1[CH:5]=[O:6].Br[C:21]1[CH:22]=[C:23]2[C:27](=[C:28]([C:30]([NH2:32])=[O:31])[CH:29]=1)[NH:26][CH:25]=[C:24]2[CH:33]1[CH2:38][CH2:37][N:36]([S:39]([CH2:42][CH3:43])(=[O:41])=[O:40])[CH2:35][CH2:34]1.C(=O)([O-])[O-].[Na+].[Na+]. (5) Given the product [CH:7]([OH:8])=[O:6].[CH:44]1([N:47]([CH2:48][C:49]2[CH:50]=[C:51]([O:57][CH3:58])[CH:52]=[C:53]([O:55][CH3:56])[CH:54]=2)[C:36]([C:15]2[C@@H:14]3[NH:9][C@H:10]([CH2:17][C:16]=2[C:18]2[CH:23]=[CH:22][C:21]([O:24][CH2:25][CH2:26][O:27][C:28]4[CH:33]=[C:32]([F:34])[CH:31]=[CH:30][C:29]=4[Cl:35])=[CH:20][CH:19]=2)[CH2:11][N:12]([C:39](=[O:41])[CH3:40])[CH2:13]3)=[O:37])[CH2:45][CH2:46]1, predict the reactants needed to synthesize it. The reactants are: ClC(Cl)(Cl)C([O:6][C:7]([N:9]1[CH:14]2[C:15]([C:36](O)=[O:37])=[C:16]([C:18]3[CH:23]=[CH:22][C:21]([O:24][CH2:25][CH2:26][O:27][C:28]4[CH:33]=[C:32]([F:34])[CH:31]=[CH:30][C:29]=4[Cl:35])=[CH:20][CH:19]=3)[CH2:17][CH:10]1[CH2:11][N:12]([C:39](=[O:41])[CH3:40])[CH2:13]2)=[O:8])(C)C.[CH:44]1([NH:47][CH2:48][C:49]2[CH:54]=[C:53]([O:55][CH3:56])[CH:52]=[C:51]([O:57][CH3:58])[CH:50]=2)[CH2:46][CH2:45]1. (6) Given the product [CH:1]1([CH:4]([C:16]2[CH:17]=[CH:18][CH:19]=[CH:20][C:15]=2[CH2:14][O:13][Si:6]([C:9]([CH3:12])([CH3:11])[CH3:10])([CH3:7])[CH3:8])[OH:5])[CH2:3][CH2:2]1, predict the reactants needed to synthesize it. The reactants are: [CH:1]1([CH:4]=[O:5])[CH2:3][CH2:2]1.[Si:6]([O:13][CH2:14][C:15]1[CH:20]=[CH:19][CH:18]=[CH:17][C:16]=1[Mg]Br)([C:9]([CH3:12])([CH3:11])[CH3:10])([CH3:8])[CH3:7].O1CCCC1.[Cl-].[NH4+]. (7) Given the product [Cl:19][C:20]1[CH:25]=[C:24]([O:12][C:10]2[CH:9]=[CH:8][C:6]3[N:7]=[C:3]([S:2][CH3:1])[S:4][C:5]=3[CH:11]=2)[CH:23]=[CH:22][N:21]=1, predict the reactants needed to synthesize it. The reactants are: [CH3:1][S:2][C:3]1[S:4][C:5]2[CH:11]=[C:10]([OH:12])[CH:9]=[CH:8][C:6]=2[N:7]=1.C(=O)([O-])[O-].[Cs+].[Cs+].[Cl:19][C:20]1[CH:25]=[C:24](F)[CH:23]=[CH:22][N:21]=1.C([O-])(O)=O.[Na+].